Dataset: Reaction yield outcomes from USPTO patents with 853,638 reactions. Task: Predict the reaction yield, written as a fraction of the theoretical maximum amount of product (1.0 means a 100% yield; for example, 0.34 means a 34% yield). (1) The reactants are Br[C:2]1[CH:10]=[CH:9][CH:8]=[C:7]2[C:3]=1[C:4]([F:13])([F:12])[C:5](=[O:11])[NH:6]2.C([Li])CCC.[CH:19](=[O:21])[CH3:20].[Cl-].[NH4+]. The catalyst is C(OCC)C. The product is [F:12][C:4]1([F:13])[C:3]2[C:7](=[CH:8][CH:9]=[CH:10][C:2]=2[CH:19]([OH:21])[CH3:20])[NH:6][C:5]1=[O:11]. The yield is 0.300. (2) The reactants are [CH3:1][O:2][C:3](=[O:20])[CH:4]([C:12]1[CH:17]=[CH:16][C:15]([Cl:18])=[C:14]([Cl:19])[CH:13]=1)[CH2:5][CH:6]1[CH2:10][CH2:9][CH:8](O)[CH2:7]1.C(N(S(F)(F)[F:27])CC)C. The catalyst is C(Cl)Cl.O. The product is [CH3:1][O:2][C:3](=[O:20])[CH:4]([C:12]1[CH:17]=[CH:16][C:15]([Cl:18])=[C:14]([Cl:19])[CH:13]=1)[CH2:5][CH:6]1[CH2:10][CH2:9][CH:8]([F:27])[CH2:7]1. The yield is 0.393. (3) The reactants are [F:1][C:2]([F:23])([F:22])[CH2:3][S:4][C:5]1[CH:12]=[C:11]([C:13]2[C:14]([C:18]([F:21])([F:20])[F:19])=[N:15][NH:16][CH:17]=2)[CH:10]=[CH:9][C:6]=1[CH:7]=O.[C:24](=O)([O-])[O-].[K+].[K+].O1CCOCC1. The catalyst is [Br-].C[P+](C1C=CC=CC=1)(C1C=CC=CC=1)C1C=CC=CC=1.O. The product is [F:1][C:2]([F:23])([F:22])[CH2:3][S:4][C:5]1[CH:12]=[C:11]([C:13]2[C:14]([C:18]([F:21])([F:20])[F:19])=[N:15][NH:16][CH:17]=2)[CH:10]=[CH:9][C:6]=1[CH:7]=[CH2:24]. The yield is 0.438. (4) The reactants are [NH2:1][C:2]1[N:7]=[C:6]([C:8]2[CH:13]=[C:12]([CH2:14][CH:15]=[CH2:16])[C:11]([OH:17])=[CH:10][C:9]=2[O:18][CH3:19])[CH:5]=[CH:4][CH:3]=1.[CH2:20](O)C. No catalyst specified. The product is [NH2:1][C:2]1[N:7]=[C:6]([C:8]2[CH:13]=[C:12]([CH2:14][CH2:15][CH3:16])[C:11]([OH:17])=[CH:10][C:9]=2[O:18][CH2:19][CH3:20])[CH:5]=[CH:4][CH:3]=1. The yield is 0.990. (5) The reactants are [C:1]([O:5][C:6]([N:8]1[CH2:13][CH2:12][N:11]([CH2:14][C:15]2[N:20]=[C:19]3[N:21]=[C:22]([C:24]4[CH:29]=[CH:28][CH:27]=[C:26]([N+:30]([O-])=O)[CH:25]=4)[O:23][C:18]3=[CH:17][CH:16]=2)[CH2:10][CH2:9]1)=[O:7])([CH3:4])([CH3:3])[CH3:2].O.O.[SH-].[Na+]. The catalyst is CO. The product is [C:1]([O:5][C:6]([N:8]1[CH2:13][CH2:12][N:11]([CH2:14][C:15]2[N:20]=[C:19]3[N:21]=[C:22]([C:24]4[CH:29]=[CH:28][CH:27]=[C:26]([NH2:30])[CH:25]=4)[O:23][C:18]3=[CH:17][CH:16]=2)[CH2:10][CH2:9]1)=[O:7])([CH3:4])([CH3:2])[CH3:3]. The yield is 1.00. (6) The reactants are [C:1]([O:5][CH:6]([C:11]1[CH:16]=[C:15]([N:17]([CH3:19])[CH3:18])[CH:14]=[CH:13][C:12]=1[C:20]1[CH:21]=[CH:22][C:23]2[O:28][CH2:27][CH2:26][CH2:25][C:24]=2[CH:29]=1)[C:7]([O:9]C)=[O:8])([CH3:4])([CH3:3])[CH3:2].[OH-].[K+]. The product is [C:1]([O:5][CH:6]([C:11]1[CH:16]=[C:15]([N:17]([CH3:19])[CH3:18])[CH:14]=[CH:13][C:12]=1[C:20]1[CH:21]=[CH:22][C:23]2[O:28][CH2:27][CH2:26][CH2:25][C:24]=2[CH:29]=1)[C:7]([OH:9])=[O:8])([CH3:4])([CH3:2])[CH3:3]. The catalyst is C(O)C.O. The yield is 0.990. (7) The reactants are C([O:3][C:4]([C:6]1[O:7][C:8]2[CH:15]=[CH:14][C:13]([Br:16])=[C:12]([O:17][CH3:18])[C:9]=2[C:10]=1[CH3:11])=[O:5])C.[Li+].[OH-]. The catalyst is C1COCC1. The product is [Br:16][C:13]1[CH:14]=[CH:15][C:8]2[O:7][C:6]([C:4]([OH:5])=[O:3])=[C:10]([CH3:11])[C:9]=2[C:12]=1[O:17][CH3:18]. The yield is 1.00. (8) The reactants are [Cl:1][C:2]1[C:7]([Cl:8])=[CH:6][N:5]=[C:4]([NH2:9])[CH:3]=1.[C:10](N1C=CC=CC1=O)(N1C=CC=CC1=O)=[S:11]. The catalyst is ClCCl. The product is [Cl:1][C:2]1[C:7]([Cl:8])=[CH:6][N:5]=[C:4]([N:9]=[C:10]=[S:11])[CH:3]=1. The yield is 0.830. (9) The reactants are Br[C:2]1[C:6]2[CH:7]=[C:8]([C:11]([O:13][CH3:14])=[O:12])[CH:9]=[CH:10][C:5]=2[O:4][CH:3]=1.[F:15][C:16]1[CH:21]=[CH:20][C:19]([F:22])=[CH:18][C:17]=1B(O)O. No catalyst specified. The product is [F:15][C:16]1[CH:21]=[CH:20][C:19]([F:22])=[CH:18][C:17]=1[C:2]1[C:6]2[CH:7]=[C:8]([C:11]([O:13][CH3:14])=[O:12])[CH:9]=[CH:10][C:5]=2[O:4][CH:3]=1. The yield is 0.700.